This data is from Forward reaction prediction with 1.9M reactions from USPTO patents (1976-2016). The task is: Predict the product of the given reaction. (1) Given the reactants [Br:1][C:2]1[CH:10]=[C:9]2[C:5]([CH:6]=[CH:7][NH:8]2)=[CH:4][CH:3]=1.[H-].[Na+].[CH3:13]I, predict the reaction product. The product is: [Br:1][C:2]1[CH:10]=[C:9]2[C:5]([CH:6]=[CH:7][N:8]2[CH3:13])=[CH:4][CH:3]=1. (2) Given the reactants [NH2:1][C:2]1[S:6][N:5]=[C:4](/[C:7](=[N:42]/[O:43]C(C2C=CC=CC=2)(C2C=CC=CC=2)C2C=CC=CC=2)/[C:8]([NH:10][C@@H:11]2[C:18](=[O:19])[N:17]3[C@@H:12]2[S:13][CH2:14][C:15](/[CH:23]=[C:24]2/[C:25](=[O:41])[N:26]([C@@H:29]4[CH2:33][CH2:32][N:31](C(OC(C)(C)C)=O)[CH2:30]4)[CH2:27][CH2:28]/2)=[C:16]3[C:20]([OH:22])=[O:21])=[O:9])[N:3]=1.C1(OC)C=CC=CC=1.ClCCl.FC(F)(F)C(O)=O, predict the reaction product. The product is: [NH2:1][C:2]1[S:6][N:5]=[C:4](/[C:7](=[N:42]/[OH:43])/[C:8]([NH:10][C@@H:11]2[C:18](=[O:19])[N:17]3[C@@H:12]2[S:13][CH2:14][C:15](/[CH:23]=[C:24]2/[C:25](=[O:41])[N:26]([C@@H:29]4[CH2:33][CH2:32][NH:31][CH2:30]4)[CH2:27][CH2:28]/2)=[C:16]3[C:20]([OH:22])=[O:21])=[O:9])[N:3]=1. (3) Given the reactants B(Br)(Br)Br.Br.[NH2:6][C:7]1[C:16]2[N:17]=[C:18]([CH2:25][O:26]CC)[N:19]([CH2:20][C:21]([CH3:24])([OH:23])[CH3:22])[C:15]=2[C:14]2[N:13]=[CH:12][CH:11]=[CH:10][C:9]=2[N:8]=1.Cl.[OH-].[Na+], predict the reaction product. The product is: [NH2:6][C:7]1[C:16]2[N:17]=[C:18]([CH2:25][OH:26])[N:19]([CH2:20][C:21]([CH3:22])([OH:23])[CH3:24])[C:15]=2[C:14]2[N:13]=[CH:12][CH:11]=[CH:10][C:9]=2[N:8]=1. (4) Given the reactants N1C=CC=CC=1.FC(F)(F)S(OS(C(F)(F)F)(=O)=O)(=O)=O.[C:22]([O:26][C:27]([N:29]1[CH2:34][CH2:33][C:32](O)([C:35]#[C:36][C:37]([O:39][CH3:40])=[O:38])[CH2:31][CH2:30]1)=[O:28])([CH3:25])([CH3:24])[CH3:23].C(=O)([O-])O.[Na+], predict the reaction product. The product is: [C:22]([O:26][C:27]([N:29]1[CH2:30][CH:31]=[C:32]([C:35]#[C:36][C:37]([O:39][CH3:40])=[O:38])[CH2:33][CH2:34]1)=[O:28])([CH3:25])([CH3:24])[CH3:23]. (5) Given the reactants [Br:1][C:2]1[CH:10]=[C:9]2[C:5]([CH:6]=[N:7][N:8]2[CH:11]2[CH2:16][CH2:15][N:14](C(OC(C)(C)C)=O)[CH2:13][CH2:12]2)=[C:4]([C:24](=[O:36])[NH:25][CH2:26][C:27]2[C:28](=[O:35])[NH:29][C:30]([CH3:34])=[CH:31][C:32]=2[CH3:33])[CH:3]=1.C(O)(C(F)(F)F)=O, predict the reaction product. The product is: [Br:1][C:2]1[CH:3]=[C:4]([C:24]([NH:25][CH2:26][C:27]2[C:28](=[O:35])[NH:29][C:30]([CH3:34])=[CH:31][C:32]=2[CH3:33])=[O:36])[C:5]2[CH:6]=[N:7][N:8]([CH:11]3[CH2:16][CH2:15][NH:14][CH2:13][CH2:12]3)[C:9]=2[CH:10]=1. (6) The product is: [Br:6][C:7]1[CH:8]=[CH:9][C:10]2[C:14]3[CH:15]=[C:16]([S:2]([Cl:1])(=[O:5])=[O:3])[CH:17]=[CH:18][C:13]=3[O:12][C:11]=2[CH:19]=1. Given the reactants [Cl:1][S:2]([OH:5])(=O)=[O:3].[Br:6][C:7]1[CH:8]=[CH:9][C:10]2[C:14]3[CH:15]=[CH:16][CH:17]=[CH:18][C:13]=3[O:12][C:11]=2[CH:19]=1.P(Cl)(Cl)(Cl)(Cl)Cl, predict the reaction product. (7) Given the reactants [O:1]([CH2:8][C@@H:9]([OH:37])[CH2:10][NH:11][CH2:12][CH2:13][CH:14]([C:26]1[CH:31]=[CH:30][C:29]([NH:32][C:33]([O:35][CH3:36])=[O:34])=[CH:28][CH:27]=1)[C:15]1[CH:20]=[CH:19][C:18]([NH:21][C:22]([O:24][CH3:25])=[O:23])=[CH:17][CH:16]=1)[C:2]1[CH:7]=[CH:6][CH:5]=[CH:4][CH:3]=1.[S:38](=O)(=[O:41])([OH:40])[OH:39], predict the reaction product. The product is: [S:38]([O:37][C@@H:9]([CH2:10][NH:11][CH2:12][CH2:13][CH:14]([C:15]1[CH:20]=[CH:19][C:18]([NH:21][C:22]([O:24][CH3:25])=[O:23])=[CH:17][CH:16]=1)[C:26]1[CH:27]=[CH:28][C:29]([NH:32][C:33]([O:35][CH3:36])=[O:34])=[CH:30][CH:31]=1)[CH2:8][O:1][C:2]1[CH:7]=[CH:6][CH:5]=[CH:4][CH:3]=1)([OH:41])(=[O:40])=[O:39].